From a dataset of Full USPTO retrosynthesis dataset with 1.9M reactions from patents (1976-2016). Predict the reactants needed to synthesize the given product. (1) Given the product [Cl:1][C:2]1[C:7]([Cl:8])=[C:6]([OH:9])[CH:5]=[CH:4][C:3]=1[CH2:10][CH2:11][C:12]([C:14]1[S:15][C:16]([C:19]2[CH:20]=[CH:21][C:22]([S:25][CH3:26])=[CH:23][CH:24]=2)=[CH:17][CH:18]=1)=[O:13], predict the reactants needed to synthesize it. The reactants are: [Cl:1][C:2]1[C:7]([Cl:8])=[C:6]([OH:9])[CH:5]=[CH:4][C:3]=1[CH:10]=[CH:11][C:12]([C:14]1[S:15][C:16]([C:19]2[CH:24]=[CH:23][C:22]([S:25][CH3:26])=[CH:21][CH:20]=2)=[CH:17][CH:18]=1)=[O:13]. (2) Given the product [Br:14][C:11]1[CH:12]=[CH:13][C:8]([C:5]2[CH:6]=[CH:7][C:2]([N:17]3[CH:18]=[CH:19][N:20]=[C:16]3[CH3:15])=[CH:3][CH:4]=2)=[CH:9][CH:10]=1, predict the reactants needed to synthesize it. The reactants are: Br[C:2]1[CH:7]=[CH:6][C:5]([C:8]2[CH:13]=[CH:12][C:11]([Br:14])=[CH:10][CH:9]=2)=[CH:4][CH:3]=1.[CH3:15][CH:16]1[NH:20][CH:19]=[CH:18][NH:17]1.C(=O)([O-])[O-].[Cs+].[Cs+]. (3) Given the product [NH2:3][OH:1].[F:6][C:7]1[CH:8]=[CH:9][C:10]([N:13]([C:26]2[CH:9]=[CH:10][N:11]([CH3:12])[N:30]=2)[CH2:14][CH2:15][CH2:16][CH2:17][CH2:18][CH2:19][CH2:20][C:21]([NH:3][OH:4])=[O:1])=[N:11][CH:12]=1, predict the reactants needed to synthesize it. The reactants are: [OH-:1].[K+].[NH2:3][OH:4].Cl.[F:6][C:7]1[CH:8]=[CH:9][C:10]([N:13]([C:26]2[N:30](C)C3C=CC=CC=3N=2)[CH2:14][CH2:15][CH2:16][CH2:17][CH2:18][CH2:19][CH2:20][C:21](OCC)=O)=[N:11][CH:12]=1. (4) The reactants are: Br.[Br:2][C:3]1[CH:28]=[CH:27][C:6]([CH2:7][CH:8]2[CH2:13][CH2:12][N:11]([CH2:14][CH2:15][C:16]3[CH:17]=[C:18]4[C:23](=[CH:24][CH:25]=3)[O:22][CH2:21][CH2:20][C:19]4=[O:26])[CH2:10][CH2:9]2)=[CH:5][C:4]=1[O:29][CH2:30][CH2:31][O:32][CH3:33]. Given the product [BrH:2].[Br:2][C:3]1[CH:28]=[CH:27][C:6]([CH2:7][CH:8]2[CH2:13][CH2:12][N:11]([CH2:14][CH2:15][C:16]3[CH:17]=[C:18]4[C:23](=[CH:24][CH:25]=3)[O:22][CH2:21][CH2:20][C:19]4=[O:26])[CH2:10][CH2:9]2)=[CH:5][C:4]=1[O:29][CH2:30][CH2:31][O:32][CH3:33], predict the reactants needed to synthesize it. (5) Given the product [C:16]([Si:20]([C:27]1[CH:32]=[CH:31][CH:30]=[CH:29][CH:28]=1)([C:21]1[CH:22]=[CH:23][CH:24]=[CH:25][CH:26]=1)[O:8][C@@H:6]([CH2:5][C:4]#[C:3][Si:2]([CH3:10])([CH3:9])[CH3:1])[CH3:7])([CH3:19])([CH3:17])[CH3:18], predict the reactants needed to synthesize it. The reactants are: [CH3:1][Si:2]([CH3:10])([CH3:9])[C:3]#[C:4][CH2:5][C@H:6]([OH:8])[CH3:7].N1C=CN=C1.[C:16]([Si:20](Cl)([C:27]1[CH:32]=[CH:31][CH:30]=[CH:29][CH:28]=1)[C:21]1[CH:26]=[CH:25][CH:24]=[CH:23][CH:22]=1)([CH3:19])([CH3:18])[CH3:17]. (6) Given the product [C:21]([O:20][C:18]([NH:17][CH:7]([C:8]([N:10]1[CH2:14][CH2:13][CH2:12][CH:11]1[C:15]#[N:16])=[O:9])[CH2:6][CH2:5][C:4]([OH:25])=[O:3])=[O:19])([CH3:24])([CH3:22])[CH3:23], predict the reactants needed to synthesize it. The reactants are: C([O:3][C:4](=[O:25])[CH2:5][CH2:6][CH:7]([NH:17][C:18]([O:20][C:21]([CH3:24])([CH3:23])[CH3:22])=[O:19])[C:8]([N:10]1[CH2:14][CH2:13][CH2:12][CH:11]1[C:15]#[N:16])=[O:9])C.[Li+].[OH-].